Dataset: Forward reaction prediction with 1.9M reactions from USPTO patents (1976-2016). Task: Predict the product of the given reaction. (1) Given the reactants [CH2:1]([C:5]1([CH:20]2[CH2:24][CH2:23][CH2:22][CH2:21]2)[O:10][C:9](=[O:11])[CH:8]([S:12][C:13]2[CH:18]=[CH:17][CH:16]=[CH:15][CH:14]=2)[C:7](=[O:19])[CH2:6]1)[CH2:2][C:3]#[CH:4].Br[C:26]1[CH:27]=[C:28]([OH:32])[CH:29]=[CH:30][CH:31]=1.CC(O)=O, predict the reaction product. The product is: [CH:20]1([C:5]2([CH2:1][CH2:2][C:3]#[C:4][C:26]3[CH:31]=[CH:30][CH:29]=[C:28]([OH:32])[CH:27]=3)[O:10][C:9](=[O:11])[CH:8]([S:12][C:13]3[CH:14]=[CH:15][CH:16]=[CH:17][CH:18]=3)[C:7](=[O:19])[CH2:6]2)[CH2:24][CH2:23][CH2:22][CH2:21]1. (2) Given the reactants [CH3:1][O:2][C:3](=[O:29])[CH:4]=[C:5]([C:7]1[CH:28]=[CH:27][C:10]2[S:11][CH:12]=[C:13]([C:14]3[CH:19]=[C:18]([CH:20]([CH3:22])[CH3:21])[CH:17]=[C:16]([CH:23]([CH3:25])[CH3:24])[C:15]=3[OH:26])[C:9]=2[CH:8]=1)[CH3:6].[F-].[Cs+].Br[CH2:33][CH2:34][CH2:35][F:36].O, predict the reaction product. The product is: [CH3:1][O:2][C:3](=[O:29])[CH:4]=[C:5]([C:7]1[CH:28]=[CH:27][C:10]2[S:11][CH:12]=[C:13]([C:14]3[CH:19]=[C:18]([CH:20]([CH3:22])[CH3:21])[CH:17]=[C:16]([CH:23]([CH3:24])[CH3:25])[C:15]=3[O:26][CH2:33][CH2:34][CH2:35][F:36])[C:9]=2[CH:8]=1)[CH3:6]. (3) Given the reactants [CH2:1]([Br:8])[C:2]1[CH:7]=[CH:6][CH:5]=[CH:4][CH:3]=1.C(=O)([O-])[O-].[K+].[K+].Cl.[C:16]([O:19][CH2:20][CH3:21])(=O)[CH3:17].[CH2:22](Cl)Cl.[CH3:25][CH2:26][CH2:27][CH2:28][CH2:29]C, predict the reaction product. The product is: [Br:8][C:1]1[C:2]2[C:7](=[CH:6][CH:5]=[CH:4][CH:3]=2)[C:16]([O:19][CH2:20][C:21]2[CH:29]=[CH:28][CH:27]=[CH:26][CH:25]=2)=[CH:17][CH:22]=1. (4) Given the reactants Cl[C:2]1[N:7]=[C:6]([NH:8][C:9]2[N:14]=[CH:13][C:12]3[N:15]=[C:16]([CH2:21][O:22]C4CCCCO4)[N:17]([CH:18]([CH3:20])[CH3:19])[C:11]=3[CH:10]=2)[CH:5]=[CH:4][N:3]=1.[N:29]([CH2:32][C:33]1([O:39][CH3:40])[CH2:38][CH2:37][NH:36][CH2:35][CH2:34]1)=[N+]=[N-], predict the reaction product. The product is: [NH2:29][CH2:32][C:33]1([O:39][CH3:40])[CH2:38][CH2:37][N:36]([C:2]2[N:7]=[C:6]([NH:8][C:9]3[N:14]=[CH:13][C:12]4[N:15]=[C:16]([CH2:21][OH:22])[N:17]([CH:18]([CH3:20])[CH3:19])[C:11]=4[CH:10]=3)[CH:5]=[CH:4][N:3]=2)[CH2:35][CH2:34]1. (5) Given the reactants [F:1][C:2]1[CH:20]=[CH:19][CH:18]=[CH:17][C:3]=1[CH2:4][N:5]1[C:9]2=[N:10][CH:11]=[CH:12][CH:13]=[C:8]2[C:7]([C:14](=[NH:16])[NH2:15])=[N:6]1.[N:21]1[CH:26]=[CH:25][C:24]([CH:27]([C:33](OCC)=[O:34])[C:28](OCC)=[O:29])=[CH:23][CH:22]=1, predict the reaction product. The product is: [F:1][C:2]1[CH:20]=[CH:19][CH:18]=[CH:17][C:3]=1[CH2:4][N:5]1[C:9]2=[N:10][CH:11]=[CH:12][CH:13]=[C:8]2[C:7]([C:14]2[N:15]=[C:28]([OH:29])[C:27]([C:24]3[CH:23]=[CH:22][N:21]=[CH:26][CH:25]=3)=[C:33]([OH:34])[N:16]=2)=[N:6]1. (6) Given the reactants [Br:1][C:2]1[CH:3]=[C:4]([C:9](=[O:11])[CH3:10])[CH:5]=[CH:6][C:7]=1[F:8].[CH2:12](O)[CH2:13][OH:14].C1(C)C=CC(S(O)(=O)=O)=CC=1.O, predict the reaction product. The product is: [Br:1][C:2]1[CH:3]=[C:4]([C:9]2([CH3:10])[O:14][CH2:13][CH2:12][O:11]2)[CH:5]=[CH:6][C:7]=1[F:8]. (7) The product is: [CH3:14][C:6]1[N:7]=[C:8]([NH:10][C:11](=[O:13])[CH3:12])[S:9][C:5]=1[C:3]1[N:21]=[C:20]([C:17]2([C:16]([F:24])([F:23])[F:15])[CH2:19][CH2:18]2)[S:22][CH:2]=1. Given the reactants Br[CH2:2][C:3]([C:5]1[S:9][C:8]([NH:10][C:11](=[O:13])[CH3:12])=[N:7][C:6]=1[CH3:14])=O.[F:15][C:16]([F:24])([F:23])[C:17]1([C:20](=[S:22])[NH2:21])[CH2:19][CH2:18]1, predict the reaction product. (8) Given the reactants [CH3:1][O:2][C:3]1[CH:41]=[C:40]([O:42][CH3:43])[CH:39]=[CH:38][C:4]=1[CH2:5][NH:6][C:7]1[C:8]2[CH:15]=[CH:14][N:13]([C@H:16]3[C@@H:20]4[O:21][C:22]([CH3:25])([CH3:24])[O:23][C@@H:19]4[C@@H:18]([CH2:26][N:27]([CH3:37])[CH:28]4[CH2:31][CH:30]([CH2:32][C:33]([O:35]C)=[O:34])[CH2:29]4)[O:17]3)[C:9]=2[N:10]=[CH:11][N:12]=1.[OH-].[Na+].O.Cl, predict the reaction product. The product is: [CH3:1][O:2][C:3]1[CH:41]=[C:40]([O:42][CH3:43])[CH:39]=[CH:38][C:4]=1[CH2:5][NH:6][C:7]1[C:8]2[CH:15]=[CH:14][N:13]([C@H:16]3[C@@H:20]4[O:21][C:22]([CH3:24])([CH3:25])[O:23][C@@H:19]4[C@@H:18]([CH2:26][N:27]([CH3:37])[CH:28]4[CH2:29][CH:30]([CH2:32][C:33]([OH:35])=[O:34])[CH2:31]4)[O:17]3)[C:9]=2[N:10]=[CH:11][N:12]=1. (9) Given the reactants C([O:3][C:4](=[O:32])[C@@H:5]([O:30][CH3:31])[CH2:6][C:7]1[CH:12]=[CH:11][C:10]([O:13][CH2:14][CH2:15][CH2:16][O:17][C:18]2[CH:23]=[CH:22][C:21]([N:24]3[CH2:29][CH2:28][NH:27][CH2:26][CH2:25]3)=[CH:20][CH:19]=2)=[CH:9][CH:8]=1)C.[OH-].[Na+], predict the reaction product. The product is: [CH3:31][O:30][C@@H:5]([CH2:6][C:7]1[CH:12]=[CH:11][C:10]([O:13][CH2:14][CH2:15][CH2:16][O:17][C:18]2[CH:23]=[CH:22][C:21]([N:24]3[CH2:25][CH2:26][NH:27][CH2:28][CH2:29]3)=[CH:20][CH:19]=2)=[CH:9][CH:8]=1)[C:4]([OH:32])=[O:3].